Dataset: Full USPTO retrosynthesis dataset with 1.9M reactions from patents (1976-2016). Task: Predict the reactants needed to synthesize the given product. (1) Given the product [CH3:13][C:11]1[CH:10]=[C:9]([OH:14])[C:5]2[C:3](=[C:2]([CH3:1])[CH:8]=[CH:7][CH:6]=2)[N:4]=1, predict the reactants needed to synthesize it. The reactants are: [CH3:1][C:2]1[CH:8]=[CH:7][CH:6]=[CH:5][C:3]=1[NH2:4].[C:9](OC)(=[O:14])[CH2:10][C:11]([CH3:13])=O. (2) Given the product [Cl:24][C:11]1[C:12]([O:14][C:15]2[CH:20]=[CH:19][CH:18]=[CH:17][C:16]=2[N+:21]([O-:23])=[O:22])=[CH:13][C:8]([N:7]2[C:6](=[O:26])[CH:5]=[C:4]([C:27]([F:30])([F:29])[F:28])[N:3]=[C:2]2[O:37][N:36]=[C:31]2[CH2:35][CH2:34][CH2:33][CH2:32]2)=[C:9]([F:25])[CH:10]=1, predict the reactants needed to synthesize it. The reactants are: Cl[C:2]1[N:7]([C:8]2[CH:13]=[C:12]([O:14][C:15]3[CH:20]=[CH:19][CH:18]=[CH:17][C:16]=3[N+:21]([O-:23])=[O:22])[C:11]([Cl:24])=[CH:10][C:9]=2[F:25])[C:6](=[O:26])[CH:5]=[C:4]([C:27]([F:30])([F:29])[F:28])[N:3]=1.[C:31]1(=[N:36][OH:37])[CH2:35][CH2:34][CH2:33][CH2:32]1.C(=O)([O-])[O-].[K+].[K+].O1CCCC1. (3) The reactants are: [OH:1][C:2]([CH3:35])([CH3:34])[CH2:3][C@@:4]1([C:28]2[CH:33]=[CH:32][CH:31]=[CH:30][CH:29]=2)[O:9][C:8](=[O:10])[N:7]([C@H:11]([C:13]2[CH:18]=[CH:17][C:16](B3OC(C)(C)C(C)(C)O3)=[CH:15][CH:14]=2)[CH3:12])[CH2:6][CH2:5]1.Br[C:37]1[CH:38]=[CH:39][C:40]([C:43]2([C:46]#[N:47])[CH2:45][CH2:44]2)=[N:41][CH:42]=1. Given the product [OH:1][C:2]([CH3:34])([CH3:35])[CH2:3][C@@:4]1([C:28]2[CH:33]=[CH:32][CH:31]=[CH:30][CH:29]=2)[O:9][C:8](=[O:10])[N:7]([C@H:11]([C:13]2[CH:14]=[CH:15][C:16]([C:37]3[CH:38]=[CH:39][C:40]([C:43]4([C:46]#[N:47])[CH2:45][CH2:44]4)=[N:41][CH:42]=3)=[CH:17][CH:18]=2)[CH3:12])[CH2:6][CH2:5]1, predict the reactants needed to synthesize it. (4) Given the product [Cl:1][C:2]1[C:10]2[C:5](=[CH:6][CH:7]=[C:8]([NH:11][C:27]([C:20]3[CH:19]([C:16]4[CH:17]=[CH:18][C:13]([Cl:12])=[C:14]([O:30][CH3:31])[CH:15]=4)[CH2:24][C:23](=[O:25])[NH:22][C:21]=3[CH3:26])=[O:28])[CH:9]=2)[NH:4][N:3]=1, predict the reactants needed to synthesize it. The reactants are: [Cl:1][C:2]1[C:10]2[C:5](=[CH:6][CH:7]=[C:8]([NH2:11])[CH:9]=2)[NH:4][N:3]=1.[Cl:12][C:13]1[CH:18]=[CH:17][C:16]([CH:19]2[CH2:24][C:23](=[O:25])[NH:22][C:21]([CH3:26])=[C:20]2[C:27](O)=[O:28])=[CH:15][C:14]=1[O:30][CH3:31].C(Cl)CCl.CCN(CC)CC. (5) Given the product [N:11]1[CH:16]=[CH:15][CH:14]=[C:13](/[CH:17]=[CH:18]/[C:19]2[C:27]3[C:22](=[CH:23][C:24]([CH:28]=[C:3]4[C:4]5[C:5](=[N:6][CH:7]=[CH:8][CH:9]=5)[NH:1][C:2]4=[O:10])=[CH:25][CH:26]=3)[NH:21][N:20]=2)[CH:12]=1, predict the reactants needed to synthesize it. The reactants are: [NH:1]1[C:5]2=[N:6][CH:7]=[CH:8][CH:9]=[C:4]2[CH2:3][C:2]1=[O:10].[N:11]1[CH:16]=[CH:15][CH:14]=[C:13](/[CH:17]=[CH:18]/[C:19]2[C:27]3[C:22](=[CH:23][C:24]([CH:28]=O)=[CH:25][CH:26]=3)[NH:21][N:20]=2)[CH:12]=1. (6) Given the product [CH2:1]([O:8][C:9]([N:11]1[CH:19]=[CH:20][NH:21][C:13](=[O:15])[CH2:12]1)=[O:10])[C:2]1[CH:3]=[CH:4][CH:5]=[CH:6][CH:7]=1, predict the reactants needed to synthesize it. The reactants are: [CH2:1]([O:8][C:9]([NH:11][CH2:12][C:13]([OH:15])=O)=[O:10])[C:2]1[CH:7]=[CH:6][CH:5]=[CH:4][CH:3]=1.C(O[CH:19](OCC)[CH2:20][NH2:21])C.CCN=C=NCCCN(C)C.Cl. (7) The reactants are: Br[C:2]1[CH:7]=[CH:6][C:5]([C:8]2[NH:12][C:11]3[CH:13]=[C:14]([S:17]([CH3:20])(=[O:19])=[O:18])[CH:15]=[CH:16][C:10]=3[N:9]=2)=[CH:4][CH:3]=1.[CH3:21][C:22]1[CH:23]=[C:24](B(O)O)[CH:25]=[CH:26][CH:27]=1. Given the product [CH3:21][C:22]1[CH:27]=[C:26]([C:2]2[CH:7]=[CH:6][C:5]([C:8]3[NH:12][C:11]4[CH:13]=[C:14]([S:17]([CH3:20])(=[O:19])=[O:18])[CH:15]=[CH:16][C:10]=4[N:9]=3)=[CH:4][CH:3]=2)[CH:25]=[CH:24][CH:23]=1, predict the reactants needed to synthesize it.